From a dataset of Reaction yield outcomes from USPTO patents with 853,638 reactions. Predict the reaction yield, written as a fraction of the theoretical maximum amount of product (1.0 means a 100% yield; for example, 0.34 means a 34% yield). (1) The reactants are [CH:1]1([CH:7]([NH:25][C:26]2[CH:31]=[CH:30][C:29]([C:32]([N:34]([CH3:42])[CH2:35][CH2:36][C:37]([O:39]CC)=[O:38])=[O:33])=[CH:28][CH:27]=2)[C:8]2[O:9][C:10]3[CH:17]=[CH:16][C:15]([O:18][CH:19]4[CH2:24][CH2:23][S:22][CH2:21][CH2:20]4)=[CH:14][C:11]=3[C:12]=2[CH3:13])[CH2:6][CH2:5][CH2:4][CH2:3][CH2:2]1.[OH-].[Na+]. The catalyst is C(O)C. The product is [CH:1]1([CH:7]([NH:25][C:26]2[CH:27]=[CH:28][C:29]([C:32]([N:34]([CH3:42])[CH2:35][CH2:36][C:37]([OH:39])=[O:38])=[O:33])=[CH:30][CH:31]=2)[C:8]2[O:9][C:10]3[CH:17]=[CH:16][C:15]([O:18][CH:19]4[CH2:20][CH2:21][S:22][CH2:23][CH2:24]4)=[CH:14][C:11]=3[C:12]=2[CH3:13])[CH2:6][CH2:5][CH2:4][CH2:3][CH2:2]1. The yield is 0.460. (2) The reactants are Cl.[N:2]12[CH2:9][CH2:8][CH:5]([CH2:6][CH2:7]1)[C:4](=[O:10])[CH2:3]2.[OH-].[K+].[N:13]1[CH:18]=[CH:17][CH:16]=[C:15]([CH:19]=O)[CH:14]=1. The catalyst is CO. The product is [N:13]1[CH:18]=[CH:17][CH:16]=[C:15]([CH:19]=[C:3]2[C:4](=[O:10])[CH:5]3[CH2:8][CH2:9][N:2]2[CH2:7][CH2:6]3)[CH:14]=1. The yield is 0.893. (3) The reactants are [CH2:1]1[CH:6]2[CH2:7][C:8]3([NH2:11])[CH2:10][CH:4]([CH2:5]2)[CH2:3][CH:2]1[CH2:9]3.[S:12]1[C:16]([CH:17]=O)=[CH:15][CH:14]=[C:13]1[C:19]1[S:20][C:21]([C:24]2[S:25][CH:26]=[CH:27][CH:28]=2)=[CH:22][CH:23]=1. No catalyst specified. The product is [S:12]1[C:16]([CH2:17][NH:11][C:8]23[CH2:10][CH:4]4[CH2:5][CH:6]([CH2:1][CH:2]([CH2:3]4)[CH2:9]2)[CH2:7]3)=[CH:15][CH:14]=[C:13]1[C:19]1[S:20][C:21]([C:24]2[S:25][CH:26]=[CH:27][CH:28]=2)=[CH:22][CH:23]=1. The yield is 0.520.